Dataset: Reaction yield outcomes from USPTO patents with 853,638 reactions. Task: Predict the reaction yield, written as a fraction of the theoretical maximum amount of product (1.0 means a 100% yield; for example, 0.34 means a 34% yield). (1) The reactants are C(N(C(C)C)CC)(C)C.[S:10]1[N:14]=[CH:13][C:12]([O:15][CH2:16][C@@H:17]2[O:21][C:20](=[O:22])[N:19]([C:23]3[CH:28]=[CH:27][C:26]([C:29]4[CH2:34][CH2:33][N:32](CC5C=CC=CC=5)[CH2:31][CH:30]=4)=[C:25]([F:42])[CH:24]=3)[CH2:18]2)=[N:11]1.[Cl:43]C(OC(Cl)C)=O.C(=O)([O-])N.C(Cl)C1C=CC=CC=1. The catalyst is ClCCl. The product is [ClH:43].[S:10]1[N:14]=[CH:13][C:12]([O:15][CH2:16][C@@H:17]2[O:21][C:20](=[O:22])[N:19]([C:23]3[CH:28]=[CH:27][C:26]([C:29]4[CH2:34][CH2:33][NH:32][CH2:31][CH:30]=4)=[C:25]([F:42])[CH:24]=3)[CH2:18]2)=[N:11]1. The yield is 0.820. (2) The reactants are [CH3:1][N:2]1[C:6]([C:7]2[S:11][C:10]([C:12]([OH:14])=O)=[CH:9][CH:8]=2)=[CH:5][CH:4]=[N:3]1.C1CN([P+](Br)(N2CCCC2)N2CCCC2)CC1.F[P-](F)(F)(F)(F)F.C(N(C(C)C)CC)(C)C.Cl.[NH2:49][C@@H:50]([CH2:63][C:64]1[CH:69]=[CH:68][CH:67]=[CH:66][C:65]=1[C:70]([F:73])([F:72])[F:71])[CH2:51][N:52]1[C:60](=[O:61])[C:59]2[C:54](=[CH:55][CH:56]=[CH:57][CH:58]=2)[C:53]1=[O:62]. The catalyst is C(Cl)Cl. The product is [O:61]=[C:60]1[C:59]2[C:54](=[CH:55][CH:56]=[CH:57][CH:58]=2)[C:53](=[O:62])[N:52]1[CH2:51][C@@H:50]([NH:49][C:12]([C:10]1[S:11][C:7]([C:6]2[N:2]([CH3:1])[N:3]=[CH:4][CH:5]=2)=[CH:8][CH:9]=1)=[O:14])[CH2:63][C:64]1[CH:69]=[CH:68][CH:67]=[CH:66][C:65]=1[C:70]([F:72])([F:71])[F:73]. The yield is 0.280. (3) The product is [Cl:26][C:17]1[CH:18]=[C:19]([CH:24]=[CH:25][C:16]=1[NH:15][CH2:30][CH:27]1[CH2:29][CH2:28]1)[C:20]([O:22][CH3:23])=[O:21]. The reactants are C(O[BH-](OC(=O)C)OC(=O)C)(=O)C.[Na+].[NH2:15][C:16]1[CH:25]=[CH:24][C:19]([C:20]([O:22][CH3:23])=[O:21])=[CH:18][C:17]=1[Cl:26].[CH:27]1([CH:30]=O)[CH2:29][CH2:28]1.C(O)(=O)C. The yield is 0.880. The catalyst is C(Cl)Cl. (4) The reactants are [C:1]([O:5][C:6]([N:8]([CH2:18][C:19]([O:21][C:22]([CH3:25])([CH3:24])[CH3:23])=[O:20])[C:9]1[CH:14]=[CH:13][CH:12]=[C:11]([CH:15]=[N:16]O)[N:10]=1)=[O:7])([CH3:4])([CH3:3])[CH3:2]. The catalyst is [Pd].C(O)C. The product is [NH2:16][CH2:15][C:11]1[N:10]=[C:9]([N:8]([CH2:18][C:19]([O:21][C:22]([CH3:25])([CH3:24])[CH3:23])=[O:20])[C:6]([O:5][C:1]([CH3:4])([CH3:3])[CH3:2])=[O:7])[CH:14]=[CH:13][CH:12]=1. The yield is 0.940.